Dataset: Catalyst prediction with 721,799 reactions and 888 catalyst types from USPTO. Task: Predict which catalyst facilitates the given reaction. (1) Reactant: CO[C:3]([CH:5]1[C:10](=O)[CH2:9][CH2:8][N:7]([C:12]2[CH:13]=[N:14][C:15]([O:19][CH3:20])=[C:16]([CH3:18])[CH:17]=2)[CH2:6]1)=[O:4].C(O)(=O)C.[CH:25]([NH2:27])=[NH:26].C[O-].[Na+].C(O)(=O)C. Product: [CH3:20][O:19][C:15]1[N:14]=[CH:13][C:12]([N:7]2[CH2:8][CH2:9][C:10]3[N:26]=[CH:25][N:27]=[C:3]([OH:4])[C:5]=3[CH2:6]2)=[CH:17][C:16]=1[CH3:18]. The catalyst class is: 100. (2) Reactant: [OH-].[Na+].C([O:5][C:6]([C:8]1[NH:9][C:10]([CH2:13][CH2:14][C:15]2[CH:20]=[CH:19][CH:18]=[CH:17][CH:16]=2)=[CH:11][CH:12]=1)=[O:7])C.CC(O)C. Product: [CH2:13]([C:10]1[NH:9][C:8]([C:6]([OH:7])=[O:5])=[CH:12][CH:11]=1)[CH2:14][C:15]1[CH:20]=[CH:19][CH:18]=[CH:17][CH:16]=1. The catalyst class is: 5. (3) Reactant: C1C2C(COC([NH:18][C@@H:19]([C:25]([O:27][C:28]([CH3:31])([CH3:30])[CH3:29])=[O:26])[CH2:20][C:21](=[O:24])[NH:22][CH3:23])=O)C3C(=CC=CC=3)C=2C=CC=1.N1CCCCC1. Product: [CH3:23][NH:22][C:21](=[O:24])[CH2:20][C@H:19]([C:25]([O:27][C:28]([CH3:30])([CH3:29])[CH3:31])=[O:26])[NH2:18]. The catalyst class is: 2. (4) Reactant: [I:1][C:2]1[CH:9]=[C:6]([CH:7]=[O:8])[C:5]([OH:10])=[CH:4][CH:3]=1.C([O-])([O-])=O.[K+].[K+].[C:17]([O:21][C:22]([N:24]1[CH2:29][CH2:28][CH:27](OS(C2C=CC(C)=CC=2)(=O)=O)[CH2:26][CH2:25]1)=[O:23])([CH3:20])([CH3:19])[CH3:18]. Product: [C:17]([O:21][C:22]([N:24]1[CH2:29][CH2:28][CH:27]([O:10][C:5]2[CH:4]=[CH:3][C:2]([I:1])=[CH:9][C:6]=2[CH:7]=[O:8])[CH2:26][CH2:25]1)=[O:23])([CH3:20])([CH3:18])[CH3:19]. The catalyst class is: 42. (5) Reactant: [Br:1][C:2]1[CH:7]=[CH:6][C:5]([CH:8]([OH:12])[C:9]([OH:11])=[O:10])=[CH:4][CH:3]=1.[CH3:13]OC(OC)(C)C.CC1C=CC(S(O)(=O)=O)=CC=1. Product: [Br:1][C:2]1[CH:3]=[CH:4][C:5]([CH:8]([OH:12])[C:9]([O:11][CH3:13])=[O:10])=[CH:6][CH:7]=1. The catalyst class is: 5. (6) The catalyst class is: 66. Reactant: Cl.CO.CO.[Cl:6][C:7]1[C:12]([O:13]COC)=[C:11]([I:17])[CH:10]=[CH:9][N:8]=1. Product: [Cl:6][C:7]1[C:12]([OH:13])=[C:11]([I:17])[CH:10]=[CH:9][N:8]=1. (7) Reactant: [CH3:1][NH2:2].[N+:3]([C:6]1[CH:7]=[C:8]([CH:12]=[CH:13][CH:14]=1)[C:9](Cl)=[O:10])([O-:5])=[O:4]. Product: [CH3:1][NH:2][C:9](=[O:10])[C:8]1[CH:12]=[CH:13][CH:14]=[C:6]([N+:3]([O-:5])=[O:4])[CH:7]=1. The catalyst class is: 49. (8) Reactant: Br[C:2]1[CH:3]=[C:4]([C:14]([NH:16][CH2:17][C:18]2[C:19](=[O:26])[NH:20][C:21]([CH3:25])=[CH:22][C:23]=2[CH3:24])=[O:15])[C:5]2[CH:10]=[N:9][N:8]([CH:11]([CH3:13])[CH3:12])[C:6]=2[N:7]=1.[CH3:27][N:28]([CH3:50])[CH2:29][CH2:30][CH2:31][NH:32][C:33](=[O:49])[C:34]1[CH:39]=[CH:38][CH:37]=[C:36](B2OC(C)(C)C(C)(C)O2)[CH:35]=1.C([O-])([O-])=O.[Na+].[Na+].CCOC(C)=O. Product: [CH3:24][C:23]1[CH:22]=[C:21]([CH3:25])[NH:20][C:19](=[O:26])[C:18]=1[CH2:17][NH:16][C:14]([C:4]1[C:5]2[CH:10]=[N:9][N:8]([CH:11]([CH3:13])[CH3:12])[C:6]=2[N:7]=[C:2]([C:36]2[CH:37]=[CH:38][CH:39]=[C:34]([C:33](=[O:49])[NH:32][CH2:31][CH2:30][CH2:29][N:28]([CH3:50])[CH3:27])[CH:35]=2)[CH:3]=1)=[O:15]. The catalyst class is: 70. (9) The catalyst class is: 12. Reactant: Cl.Br[C:3]1[CH:8]=[CH:7][N:6]=[CH:5][N:4]=1.C(=O)([O-])[O-].[Cs+].[Cs+].[NH:15]1[CH2:20][CH2:19][CH:18]([C:21]([O:23][CH2:24][CH3:25])=[O:22])[CH2:17][CH2:16]1. Product: [N:6]1[CH:7]=[CH:8][C:3]([N:15]2[CH2:20][CH2:19][CH:18]([C:21]([O:23][CH2:24][CH3:25])=[O:22])[CH2:17][CH2:16]2)=[N:4][CH:5]=1.